From a dataset of HIV replication inhibition screening data with 41,000+ compounds from the AIDS Antiviral Screen. Binary Classification. Given a drug SMILES string, predict its activity (active/inactive) in a high-throughput screening assay against a specified biological target. (1) The drug is OCC1OC(n2cnc3c(Cl)nc(Nc4ccccc4)nc32)CC1O. The result is 0 (inactive). (2) The molecule is C[n+]1c(-c2ccc(C=NNC(=S)NN=Cc3ccc(-c4cn5ccccc5[n+]4C)cc3)cc2)cn2ccccc21.Cc1ccc(S(=O)(=O)O)cc1. The result is 1 (active). (3) The molecule is CCN(CC)CCC(=O)NC1c2ccccc2Oc2c(C)cccc21. The result is 0 (inactive). (4) The result is 0 (inactive). The drug is CC(=O)c1ccc(NC(=S)NN)cc1.Cl. (5) The drug is O=[N+]([O-])c1ccc(C(=Cc2ccccc2)Cn2ccnc2)cc1. The result is 0 (inactive). (6) The molecule is CCN(CC)C(=O)C1CC(O)CN1C(=O)c1ccc(OC)c(OC)c1. The result is 0 (inactive). (7) The drug is COC(=O)C(=Cc1ccc(N(CCC#N)CCC#N)cc1)NC(=O)c1cc([N+](=O)[O-])ccc1Cl. The result is 0 (inactive).